This data is from Full USPTO retrosynthesis dataset with 1.9M reactions from patents (1976-2016). The task is: Predict the reactants needed to synthesize the given product. (1) Given the product [NH2:1][CH2:4][CH2:5][CH2:6][CH2:7][CH2:8][CH2:9][O:10][C@H:11]1[CH2:17][N:16]([CH3:18])[C:15](=[O:19])[C@@H:14]([NH:20][C:21](=[O:37])[C@H:22]([O:35][CH3:36])[C@H:23]([OH:34])[C@@H:24]([OH:33])[C@H:25]([OH:32])/[CH:26]=[CH:27]/[C:28]([CH3:29])([CH3:31])[CH3:30])[CH2:13][CH2:12]1, predict the reactants needed to synthesize it. The reactants are: [N:1]([CH2:4][CH2:5][CH2:6][CH2:7][CH2:8][CH2:9][O:10][C@H:11]1[CH2:17][N:16]([CH3:18])[C:15](=[O:19])[C@@H:14]([NH:20][C:21](=[O:37])[C@H:22]([O:35][CH3:36])[C@H:23]([OH:34])[C@@H:24]([OH:33])[C@H:25]([OH:32])/[CH:26]=[CH:27]/[C:28]([CH3:31])([CH3:30])[CH3:29])[CH2:13][CH2:12]1)=[N+]=[N-].O.C1(P(C2C=CC=CC=2)C2C=CC=CC=2)C=CC=CC=1. (2) Given the product [NH2:38][C@H:43]([C:44]([O:1][CH2:2][C@H:3]([CH2:16][CH2:17][O:18][C:19](=[O:37])[CH2:20][CH2:21][CH2:22][CH2:23][CH2:24][CH2:25][CH2:26][CH2:27][CH2:28][CH2:29][CH2:30][CH2:31][CH2:32][CH2:33][CH2:34][CH2:35][CH3:36])[CH2:4][N:5]1[CH:13]=[N:12][C:11]2[C:10](=[O:14])[NH:9][C:8]([NH2:15])=[N:7][C:6]1=2)=[O:62])[CH:42]([CH3:64])[CH3:41], predict the reactants needed to synthesize it. The reactants are: [OH:1][CH2:2][C@H:3]([CH2:16][CH2:17][O:18][C:19](=[O:37])[CH2:20][CH2:21][CH2:22][CH2:23][CH2:24][CH2:25][CH2:26][CH2:27][CH2:28][CH2:29][CH2:30][CH2:31][CH2:32][CH2:33][CH2:34][CH2:35][CH3:36])[CH2:4][N:5]1[CH:13]=[N:12][C:11]2[C:10](=[O:14])[NH:9][C:8]([NH2:15])=[N:7][C:6]1=2.[N:38]1[CH:43]=[CH:42][CH:41]=CC=1.[C:44](Cl)(=[O:62])CCCCCCCCCCCCCCCCC.[CH3:64]N(C)C=O. (3) Given the product [CH3:32][C:29](=[CH2:28])[CH2:30][NH:31][C:21](=[O:22])[C:20]1[CH:24]=[CH:25][CH:26]=[CH:27][C:19]=1[NH:18][C:14]1[CH:13]=[C:12]2[C:17]([C:9](/[CH:8]=[CH:7]/[C:2]3[CH:3]=[CH:4][CH:5]=[CH:6][N:1]=3)=[N:10][NH:11]2)=[CH:16][CH:15]=1, predict the reactants needed to synthesize it. The reactants are: [N:1]1[CH:6]=[CH:5][CH:4]=[CH:3][C:2]=1[CH:7]=[CH:8][C:9]1[C:17]2[C:12](=[CH:13][C:14]([NH:18][C:19]3[CH:27]=[CH:26][CH:25]=[CH:24][C:20]=3[C:21](O)=[O:22])=[CH:15][CH:16]=2)[NH:11][N:10]=1.[CH3:28][C:29](=[CH2:32])[CH2:30][NH2:31].C(N(CC)CC)C.CN(C(ON1N=NC2C=CC=NC1=2)=[N+](C)C)C.F[P-](F)(F)(F)(F)F. (4) Given the product [C:1]([O:5][C:6]([N:8]1[CH2:13][CH2:12][N:11]([C:14]2[CH:23]=[CH:22][CH:21]=[C:20]3[C:15]=2[CH2:16][CH2:17][N:18]([CH2:24][CH3:25])[CH2:19]3)[CH2:10][CH2:9]1)=[O:7])([CH3:4])([CH3:2])[CH3:3], predict the reactants needed to synthesize it. The reactants are: [C:1]([O:5][C:6]([N:8]1[CH2:13][CH2:12][N:11]([C:14]2[CH:23]=[CH:22][CH:21]=[C:20]3[C:15]=2[CH:16]=[CH:17][N:18]=[CH:19]3)[CH2:10][CH2:9]1)=[O:7])([CH3:4])([CH3:3])[CH3:2].[CH2:24](O)[CH3:25]. (5) Given the product [N:3]1[N:2]([CH2:6][C:7]([N:26]2[CH2:27][C@H:28]([CH2:30][C:31]3[C:36]([F:37])=[CH:35][C:34]([F:38])=[CH:33][C:32]=3[F:39])[CH2:29][C@H:25]2[C:23]([NH:22][C:19]2[CH:18]=[CH:17][C:16]([O:15][C:14]3[CH:13]=[CH:12][C:11]([F:10])=[CH:41][CH:40]=3)=[CH:21][CH:20]=2)=[O:24])=[O:9])[N:1]=[CH:5][CH:4]=1, predict the reactants needed to synthesize it. The reactants are: [N:1]1[N:2]([CH2:6][C:7]([OH:9])=O)[N:3]=[CH:4][CH:5]=1.[F:10][C:11]1[CH:41]=[CH:40][C:14]([O:15][C:16]2[CH:21]=[CH:20][C:19]([NH:22][C:23]([C@@H:25]3[CH2:29][C@@H:28]([CH2:30][C:31]4[C:36]([F:37])=[CH:35][C:34]([F:38])=[CH:33][C:32]=4[F:39])[CH2:27][NH:26]3)=[O:24])=[CH:18][CH:17]=2)=[CH:13][CH:12]=1. (6) Given the product [CH3:1][O:2][C:3]1[CH:4]=[CH:5][C:6]([CH2:7][O:8][C:9]([C@@H:11]2[C@@H:14]([CH2:15][CH:16]=[CH2:17])[C:13](=[O:18])[N:12]2[C:38](=[O:39])[NH:37][CH:30]([C:31]2[CH:36]=[CH:35][CH:34]=[CH:33][CH:32]=2)[CH2:28][CH3:29])=[O:10])=[CH:19][CH:20]=1, predict the reactants needed to synthesize it. The reactants are: [CH3:1][O:2][C:3]1[CH:20]=[CH:19][C:6]([CH2:7][O:8][C:9]([C@@H:11]2[C@@H:14]([CH2:15][CH:16]=[CH2:17])[C:13](=[O:18])[NH:12]2)=[O:10])=[CH:5][CH:4]=1.C(N(CC)CC)C.[CH2:28]([CH:30]([N:37]=[C:38]=[O:39])[C:31]1[CH:36]=[CH:35][CH:34]=[CH:33][CH:32]=1)[CH3:29].